This data is from Reaction yield outcomes from USPTO patents with 853,638 reactions. The task is: Predict the reaction yield, written as a fraction of the theoretical maximum amount of product (1.0 means a 100% yield; for example, 0.34 means a 34% yield). The reactants are [NH2:1][C:2]1[N:7]=[CH:6][C:5]([N+:8]([O-:10])=[O:9])=[CH:4][N:3]=1.Br[C:12]1[CH:17]=[CH:16][C:15]([S:18]([NH:21][CH2:22][CH2:23][N:24]2[CH2:28][CH2:27][CH2:26][CH2:25]2)(=[O:20])=[O:19])=[CH:14][CH:13]=1.CC1(C)C2C(=C(P(C3C=CC=CC=3)C3C=CC=CC=3)C=CC=2)OC2C(P(C3C=CC=CC=3)C3C=CC=CC=3)=CC=CC1=2.CC(C)([O-])C.[K+]. The catalyst is O1CCOCC1.CC([O-])=O.CC([O-])=O.[Pd+2]. The product is [N+:8]([C:5]1[CH:4]=[N:3][C:2]([NH:1][C:12]2[CH:17]=[CH:16][C:15]([S:18]([NH:21][CH2:22][CH2:23][N:24]3[CH2:25][CH2:26][CH2:27][CH2:28]3)(=[O:20])=[O:19])=[CH:14][CH:13]=2)=[N:7][CH:6]=1)([O-:10])=[O:9]. The yield is 0.600.